This data is from Full USPTO retrosynthesis dataset with 1.9M reactions from patents (1976-2016). The task is: Predict the reactants needed to synthesize the given product. (1) Given the product [N:10]1[CH:15]=[CH:14][CH:13]=[CH:12][C:11]=1[N:16]1[CH:20]=[C:19]([CH2:21][OH:22])[CH:18]=[N:17]1, predict the reactants needed to synthesize it. The reactants are: CC(C[AlH]CC(C)C)C.[N:10]1[CH:15]=[CH:14][CH:13]=[CH:12][C:11]=1[N:16]1[CH:20]=[C:19]([C:21](OCC)=[O:22])[CH:18]=[N:17]1. (2) Given the product [Br:24][C:22]1[C:21]([O:25][S:37]([C:40]2[CH:48]=[CH:47][C:43]([C:44]([OH:46])=[O:45])=[C:42]([OH:49])[CH:41]=2)(=[O:39])=[O:38])=[C:20]([C:26]2[CH:31]=[CH:30][CH:29]=[C:28]([C:32]([F:35])([F:33])[F:34])[CH:27]=2)[CH:19]=[C:18]([C:16](=[O:17])[NH:15][CH2:14][CH2:13][CH2:12][CH2:11][CH2:10][CH2:9][CH2:8][CH2:7][C:1]2[CH:6]=[CH:5][CH:4]=[CH:3][CH:2]=2)[CH:23]=1, predict the reactants needed to synthesize it. The reactants are: [C:1]1([CH2:7][CH2:8][CH2:9][CH2:10][CH2:11][CH2:12][CH2:13][CH2:14][NH:15][C:16]([C:18]2[CH:19]=[C:20]([C:26]3[CH:31]=[CH:30][CH:29]=[C:28]([C:32]([F:35])([F:34])[F:33])[CH:27]=3)[C:21]([OH:25])=[C:22]([Br:24])[CH:23]=2)=[O:17])[CH:6]=[CH:5][CH:4]=[CH:3][CH:2]=1.Cl[S:37]([C:40]1[CH:48]=[CH:47][C:43]([C:44]([OH:46])=[O:45])=[C:42]([OH:49])[CH:41]=1)(=[O:39])=[O:38].[K+].[Br-]. (3) The reactants are: I[C:2]1[CH:7]=[CH:6][N:5]=[C:4]([NH:8][CH2:9][CH:10]([CH3:12])[CH3:11])[CH:3]=1.[CH3:13][N:14]1[CH2:19][CH2:18][NH:17][CH2:16][CH2:15]1.C[Si]([N-][Si](C)(C)C)(C)C.[Li+]. Given the product [CH3:13][N:14]1[CH2:19][CH2:18][N:17]([C:2]2[CH:7]=[CH:6][N:5]=[C:4]([NH:8][CH2:9][CH:10]([CH3:12])[CH3:11])[CH:3]=2)[CH2:16][CH2:15]1, predict the reactants needed to synthesize it. (4) Given the product [I:11][C:8]1[CH:7]=[C:3]2[C:2](=[CH:10][CH:9]=1)[N:1]=[CH:12][NH:14][C:4]2=[O:5], predict the reactants needed to synthesize it. The reactants are: [NH2:1][C:2]1[CH:10]=[CH:9][C:8]([I:11])=[CH:7][C:3]=1[C:4](O)=[O:5].[CH:12]([NH2:14])=O.